Dataset: Full USPTO retrosynthesis dataset with 1.9M reactions from patents (1976-2016). Task: Predict the reactants needed to synthesize the given product. Given the product [NH2:29][C@H:30]([C:38]([OH:40])=[O:39])[CH2:31][CH2:32][CH2:33][NH:34][C:35](=[NH:36])[NH2:37].[O:1]1[CH2:6][CH2:5][N:4]([CH2:7][CH2:8][CH2:9][NH:10][C:11]2[CH:16]=[CH:15][C:14]([CH2:17][CH:18]([O:22][CH2:23][CH3:24])[C:19]([OH:21])=[O:20])=[CH:13][CH:12]=2)[C:3]2[CH:25]=[CH:26][CH:27]=[CH:28][C:2]1=2, predict the reactants needed to synthesize it. The reactants are: [O:1]1[CH2:6][CH2:5][N:4]([CH2:7][CH2:8][CH2:9][NH:10][C:11]2[CH:16]=[CH:15][C:14]([CH2:17][CH:18]([O:22][CH2:23][CH3:24])[C:19]([OH:21])=[O:20])=[CH:13][CH:12]=2)[C:3]2[CH:25]=[CH:26][CH:27]=[CH:28][C:2]1=2.[NH2:29][C@H:30]([C:38]([OH:40])=[O:39])[CH2:31][CH2:32][CH2:33][NH:34][C:35](=[NH:37])[NH2:36].C1C=CC=CC=1.